This data is from Forward reaction prediction with 1.9M reactions from USPTO patents (1976-2016). The task is: Predict the product of the given reaction. Given the reactants [NH2:1][C:2]1[C:7]([Br:8])=[CH:6][CH:5]=[CH:4][N:3]=1.[F:9][C:10]([F:20])([F:19])[C:11](=O)[CH2:12][C:13](OCC)=[O:14].[OH-].[Na+], predict the reaction product. The product is: [Br:8][C:7]1[C:2]2=[N:1][C:11]([C:10]([F:20])([F:19])[F:9])=[CH:12][C:13](=[O:14])[N:3]2[CH:4]=[CH:5][CH:6]=1.